Task: Predict the reaction yield, written as a fraction of the theoretical maximum amount of product (1.0 means a 100% yield; for example, 0.34 means a 34% yield).. Dataset: Reaction yield outcomes from USPTO patents with 853,638 reactions (1) The catalyst is C1(C)C=CC=CC=1. The product is [CH3:19][C:14]1[CH:13]=[C:12]([C:6]2[CH:5]=[CH:4][C:3]3[C:8](=[CH:9][CH:10]=[CH:11][C:2]=3[CH2:20][CH:21]([CH3:23])[CH3:22])[N:7]=2)[CH:17]=[C:16]([CH3:18])[CH:15]=1. The reactants are Cl[C:2]1[CH:11]=[CH:10][CH:9]=[C:8]2[C:3]=1[CH:4]=[CH:5][C:6]([C:12]1[CH:17]=[C:16]([CH3:18])[CH:15]=[C:14]([CH3:19])[CH:13]=1)=[N:7]2.[CH2:20](B(O)O)[CH:21]([CH3:23])[CH3:22].C1(P(C2CCCCC2)C2C=CC=CC=2C2C(OC)=CC=CC=2OC)CCCCC1.O.P([O-])([O-])([O-])=O.[K+].[K+].[K+]. The yield is 0.720. (2) The reactants are [CH:1]([O:4][C:5]1([C:8]2[CH:13]=[CH:12][C:11]([C:14]#[C:15][C:16]3[CH:21]=[CH:20][C:19]([CH2:22][C:23]([O:25]C)=[O:24])=[CH:18][CH:17]=3)=[CH:10][C:9]=2[CH2:27][CH3:28])[CH2:7][CH2:6]1)([CH3:3])[CH3:2].[OH-].[Na+].O.CC#N. The catalyst is C(O)C.O1CCCC1. The product is [CH:1]([O:4][C:5]1([C:8]2[CH:13]=[CH:12][C:11]([C:14]#[C:15][C:16]3[CH:21]=[CH:20][C:19]([CH2:22][C:23]([OH:25])=[O:24])=[CH:18][CH:17]=3)=[CH:10][C:9]=2[CH2:27][CH3:28])[CH2:7][CH2:6]1)([CH3:3])[CH3:2]. The yield is 0.570. (3) The product is [CH2:17]([O:16][C:14]([C:3]1[CH:4]=[N:5][C:6]2[C:11]([CH:2]=1)=[CH:10][CH:9]=[C:8]([O:12][CH3:13])[CH:7]=2)=[O:15])[CH3:18]. The catalyst is C(O)(=O)C.[Pd]. The reactants are Cl[C:2]1[C:11]2[C:6](=[CH:7][C:8]([O:12][CH3:13])=[CH:9][CH:10]=2)[N:5]=[CH:4][C:3]=1[C:14]([O:16][CH2:17][CH3:18])=[O:15]. The yield is 0.880. (4) The reactants are Cl[C:2]1[N:7]=[C:6]([NH:8][C:9]2[CH:14]=[CH:13][CH:12]=[C:11]([C:15]#[N:16])[CH:10]=2)[C:5]([F:17])=[CH:4][N:3]=1.[NH2:18][C:19]1[CH:20]=[C:21]([OH:25])[CH:22]=[CH:23][CH:24]=1. No catalyst specified. The product is [C:15]([C:11]1[CH:10]=[C:9]([NH:8][C:6]2[C:5]([F:17])=[CH:4][N:3]=[C:2]([NH:18][C:19]3[CH:24]=[CH:23][CH:22]=[C:21]([OH:25])[CH:20]=3)[N:7]=2)[CH:14]=[CH:13][CH:12]=1)#[N:16]. The yield is 0.620. (5) The reactants are [CH:1]1([CH:6]([N:10]2[CH:14]=[C:13]([C:15]3[C:16]4[CH:23]=[CH:22][N:21](COCC[Si](C)(C)C)[C:17]=4[N:18]=[CH:19][N:20]=3)[CH:12]=[N:11]2)[CH2:7][CH:8]=[CH2:9])[CH2:5][CH2:4][CH2:3][CH2:2]1.[C:32]([OH:38])([C:34]([F:37])([F:36])[F:35])=[O:33]. The catalyst is C(Cl)Cl. The product is [F:35][C:34]([F:37])([F:36])[C:32]([OH:38])=[O:33].[CH:1]1([CH:6]([N:10]2[CH:14]=[C:13]([C:15]3[C:16]4[CH:23]=[CH:22][NH:21][C:17]=4[N:18]=[CH:19][N:20]=3)[CH:12]=[N:11]2)[CH2:7][CH:8]=[CH2:9])[CH2:5][CH2:4][CH2:3][CH2:2]1. The yield is 0.800. (6) The reactants are Br[C:2]1[N:9]=[CH:8][CH:7]=[C:6]([Cl:10])[C:3]=1[CH:4]=[O:5].[C:11]1(=[O:24])[C:16]2[CH:17]=[C:18]3[N:23]([C:15]=2[CH2:14][CH2:13][NH:12]1)[CH2:22][CH2:21][CH2:20][CH2:19]3.CC1(C)C2C(=C(P(C3C=CC=CC=3)C3C=CC=CC=3)C=CC=2)OC2C(P(C3C=CC=CC=3)C3C=CC=CC=3)=CC=CC1=2.C([O-])(=O)C.[K+]. The catalyst is C1C=CC(/C=C/C(/C=C/C2C=CC=CC=2)=O)=CC=1.C1C=CC(/C=C/C(/C=C/C2C=CC=CC=2)=O)=CC=1.C1C=CC(/C=C/C(/C=C/C2C=CC=CC=2)=O)=CC=1.[Pd].[Pd].O1CCOCC1. The product is [Cl:10][C:6]1[C:3]([CH:4]=[O:5])=[C:2]([N:12]2[CH2:13][CH2:14][C:15]3[N:23]4[C:18]([CH2:19][CH2:20][CH2:21][CH2:22]4)=[CH:17][C:16]=3[C:11]2=[O:24])[N:9]=[CH:8][CH:7]=1. The yield is 0.500. (7) The reactants are Cl[C:2]1[C:7]([CH2:8][CH3:9])=[N:6][CH:5]=[C:4]([CH2:10][CH3:11])[N:3]=1.C1(C)C=CC=CC=1.[CH2:19]([CH:21]([NH2:24])[CH2:22][CH3:23])[CH3:20].CC(C)([O-])C.[Na+]. The catalyst is C([O-])(O)=O.[Na+].C(P(C(C)(C)C)C1C=CC=CC=1C1C=CC=CC=1)(C)(C)C. The product is [CH2:8]([C:7]1[C:2]([NH:24][CH:21]([CH2:22][CH3:23])[CH2:19][CH3:20])=[N:3][C:4]([CH2:10][CH3:11])=[CH:5][N:6]=1)[CH3:9]. The yield is 0.840. (8) The reactants are [C:1]([C:5]1[CH:6]=[CH:7][C:8]2[O:12][C:11]([CH2:13][CH2:14][N:15]3C(=O)C4C(=CC=CC=4)C3=O)=[N:10][C:9]=2[CH:26]=1)([CH3:4])([CH3:3])[CH3:2].O.NN. The catalyst is C(O)C. The product is [C:1]([C:5]1[CH:6]=[CH:7][C:8]2[O:12][C:11]([CH2:13][CH2:14][NH2:15])=[N:10][C:9]=2[CH:26]=1)([CH3:4])([CH3:2])[CH3:3]. The yield is 0.800. (9) The product is [CH2:39]([NH:46][C:47](=[O:48])[NH:1][C@H:2]([C:19](=[O:31])[NH:20][C:21]1[CH:22]=[CH:23][CH:24]=[C:25]2[C:30]=1[N:29]=[CH:28][CH:27]=[CH:26]2)[CH2:3][CH2:4][CH2:5][CH2:6][NH:7][S:8]([NH:11][C:12](=[O:18])[O:13][C:14]([CH3:17])([CH3:16])[CH3:15])(=[O:9])=[O:10])[C:40]1[CH:45]=[CH:44][CH:43]=[CH:42][CH:41]=1. The reactants are [NH2:1][C@H:2]([C:19](=[O:31])[NH:20][C:21]1[CH:22]=[CH:23][CH:24]=[C:25]2[C:30]=1[N:29]=[CH:28][CH:27]=[CH:26]2)[CH2:3][CH2:4][CH2:5][CH2:6][NH:7][S:8]([NH:11][C:12](=[O:18])[O:13][C:14]([CH3:17])([CH3:16])[CH3:15])(=[O:10])=[O:9].CCN(CC)CC.[CH2:39]([N:46]=[C:47]=[O:48])[C:40]1[CH:45]=[CH:44][CH:43]=[CH:42][CH:41]=1. The catalyst is C(Cl)Cl. The yield is 0.500. (10) The reactants are Cl[C:2]1[N:3]=[C:4]([OH:12])[C:5]2[CH:11]=[CH:10][N:9]=[CH:8][C:6]=2[N:7]=1.[CH3:13][N:14]([C:22]1[CH:27]=[CH:26][CH:25]=[C:24]([CH2:28][N:29]2[CH2:34][CH2:33][N:32]([CH3:35])[CH2:31][CH2:30]2)[CH:23]=1)[C:15]1[CH:20]=[CH:19][C:18]([OH:21])=[CH:17][CH:16]=1. No catalyst specified. The product is [CH3:13][N:14]([C:22]1[CH:27]=[CH:26][CH:25]=[C:24]([CH2:28][N:29]2[CH2:30][CH2:31][N:32]([CH3:35])[CH2:33][CH2:34]2)[CH:23]=1)[C:15]1[CH:16]=[CH:17][C:18]([O:21][C:2]2[N:3]=[C:4]([OH:12])[C:5]3[CH:11]=[CH:10][N:9]=[CH:8][C:6]=3[N:7]=2)=[CH:19][CH:20]=1. The yield is 0.0800.